From a dataset of NCI-60 drug combinations with 297,098 pairs across 59 cell lines. Regression. Given two drug SMILES strings and cell line genomic features, predict the synergy score measuring deviation from expected non-interaction effect. Drug 1: C1=CN(C(=O)N=C1N)C2C(C(C(O2)CO)O)O.Cl. Drug 2: CC1C(C(CC(O1)OC2CC(CC3=C2C(=C4C(=C3O)C(=O)C5=C(C4=O)C(=CC=C5)OC)O)(C(=O)CO)O)N)O.Cl. Cell line: MDA-MB-231. Synergy scores: CSS=31.1, Synergy_ZIP=-6.18, Synergy_Bliss=-5.14, Synergy_Loewe=-3.53, Synergy_HSA=-1.38.